Predict the reaction yield, written as a fraction of the theoretical maximum amount of product (1.0 means a 100% yield; for example, 0.34 means a 34% yield). From a dataset of Reaction yield outcomes from USPTO patents with 853,638 reactions. The reactants are Cl.C([O:4][C:5](=[O:31])[C:6]1[CH:11]=[CH:10][C:9]([CH2:12][C:13]2[O:17][N:16]=[C:15]([CH2:18][O:19][C:20]3[CH:25]=[CH:24][C:23]([C:26](=[O:28])[CH3:27])=[C:22]([OH:29])[C:21]=3[Cl:30])[N:14]=2)=[CH:8][CH:7]=1)C. The catalyst is CCO. The product is [C:26]([C:23]1[CH:24]=[CH:25][C:20]([O:19][CH2:18][C:15]2[N:14]=[C:13]([CH2:12][C:9]3[CH:10]=[CH:11][C:6]([C:5]([OH:31])=[O:4])=[CH:7][CH:8]=3)[O:17][N:16]=2)=[C:21]([Cl:30])[C:22]=1[OH:29])(=[O:28])[CH3:27]. The yield is 0.330.